Dataset: Catalyst prediction with 721,799 reactions and 888 catalyst types from USPTO. Task: Predict which catalyst facilitates the given reaction. Reactant: N[C@H](C(O)=O)CC1N=CNC=1.[OH-].[Na+].C(=O)C(C)C.Cl.[CH:20]([CH:23]1[C:28]2[N:29]=[CH:30][NH:31][C:27]=2[CH2:26][CH:25]([C:32]([OH:34])=[O:33])[NH:24]1)([CH3:22])[CH3:21]. Product: [CH:20]([C@H:23]1[C:28]2[N:29]=[CH:30][NH:31][C:27]=2[CH2:26][C@@H:25]([C:32]([OH:34])=[O:33])[NH:24]1)([CH3:22])[CH3:21]. The catalyst class is: 72.